Dataset: Catalyst prediction with 721,799 reactions and 888 catalyst types from USPTO. Task: Predict which catalyst facilitates the given reaction. (1) Reactant: [NH2:1][C:2]1[CH:3]=[C:4]([NH:16][C:17](=[O:20])[O:18][CH3:19])[CH:5]=[CH:6][C:7]=1[NH:8][CH2:9][CH:10]1[CH2:15][CH2:14][O:13][CH2:12][CH2:11]1.[CH3:21][C:22]([CH3:27])([CH3:26])[C:23](Cl)=O. Product: [C:22]([C:27]1[N:8]([CH2:9][CH:10]2[CH2:11][CH2:12][O:13][CH2:14][CH2:15]2)[C:7]2[CH:6]=[CH:5][C:4]([NH:16][C:17](=[O:20])[O:18][CH3:19])=[CH:3][C:2]=2[N:1]=1)([CH3:26])([CH3:23])[CH3:21]. The catalyst class is: 79. (2) Reactant: [NH:1]1[C:9]2[C:4](=[N:5][CH:6]=[CH:7][CH:8]=2)[N:3]=[C:2]1[CH2:10][CH:11]1[CH2:16][CH2:15][CH:14]([C:17]([OH:19])=O)[CH2:13][CH2:12]1.C(Cl)CCl.C1C=NC2N(O)N=NC=2C=1.[F:34][C:35]1[CH:42]=[CH:41][CH:40]=[CH:39][C:36]=1[CH2:37][NH2:38]. Product: [F:34][C:35]1[CH:42]=[CH:41][CH:40]=[CH:39][C:36]=1[CH2:37][NH:38][C:17]([C@H:14]1[CH2:13][CH2:12][C@@H:11]([CH2:10][C:2]2[NH:1][C:9]3[C:4]([N:3]=2)=[N:5][CH:6]=[CH:7][CH:8]=3)[CH2:16][CH2:15]1)=[O:19]. The catalyst class is: 3.